This data is from HIV replication inhibition screening data with 41,000+ compounds from the AIDS Antiviral Screen. The task is: Binary Classification. Given a drug SMILES string, predict its activity (active/inactive) in a high-throughput screening assay against a specified biological target. (1) The molecule is Cc1ccc(C(=O)C=Cc2ccc(N(C)C)cc2)cc1. The result is 0 (inactive). (2) The drug is CC(=O)OCC1OC(n2c(O)c(C#N)c(-c3ccccc3)c(C#N)c2=S)C(OC(C)=O)C(OC(C)=O)C1OC(C)=O. The result is 0 (inactive). (3) The molecule is Cc1cc(Cl)c(O)c(C(=O)C(=O)C(O)c2ccc3c(c2)OCO3)c1. The result is 0 (inactive). (4) The drug is CC(CC(=O)N1C(=O)C(C)(C)C(O)C1CC(C)C(Cl)(Cl)Cl)C(Cl)(Cl)Cl. The result is 0 (inactive). (5) The molecule is Cc1ccc(C2(C)CCC(C(C)(C)O)OO2)cc1. The result is 0 (inactive). (6) The result is 0 (inactive). The compound is COc1c(OC)c(OC)c2c(=O)cc(-c3ccc(OC(C)=O)cc3)oc2c1OC. (7) The molecule is CC(=O)C(=Cc1ccccc1O)C(=O)Nc1ccccc1C. The result is 0 (inactive). (8) The molecule is CCC(=O)OC1CCn2c1nc1c2C(=O)C(C)=C(N2CC2)C1=O. The result is 0 (inactive). (9) The molecule is CCN(Cc1ccccc1)c1ccc(C=Cc2ccnc3ccccc23)cc1. The result is 0 (inactive).